Dataset: Forward reaction prediction with 1.9M reactions from USPTO patents (1976-2016). Task: Predict the product of the given reaction. (1) Given the reactants Br[C:2]1[CH:3]=[C:4]([CH:9]=[C:10]([C:12]([N:14]([CH2:18][CH2:19][CH3:20])[CH2:15][CH2:16][CH3:17])=[O:13])[CH:11]=1)[C:5]([O:7][CH3:8])=[O:6].[Cu][C:22]#[N:23], predict the reaction product. The product is: [C:22]([C:2]1[CH:3]=[C:4]([CH:9]=[C:10]([C:12]([N:14]([CH2:18][CH2:19][CH3:20])[CH2:15][CH2:16][CH3:17])=[O:13])[CH:11]=1)[C:5]([O:7][CH3:8])=[O:6])#[N:23]. (2) Given the reactants [C:1]([C:5]1[N:10]=[CH:9][C:8]([C:11]2[N:12]([C:32](Cl)=[O:33])[C@@:13]([C:25]3[CH:30]=[CH:29][C:28]([Cl:31])=[CH:27][CH:26]=3)([CH3:24])[C@@:14]([C:17]3[CH:22]=[CH:21][C:20]([Cl:23])=[CH:19][CH:18]=3)([CH3:16])[N:15]=2)=[C:7]([O:35][CH2:36][CH3:37])[CH:6]=1)([CH3:4])([CH3:3])[CH3:2].[NH:38]1[CH2:43][CH2:42][CH:41]([CH2:44][CH2:45][OH:46])[CH2:40][CH2:39]1, predict the reaction product. The product is: [C:1]([C:5]1[N:10]=[CH:9][C:8]([C:11]2[N:12]([C:32]([N:38]3[CH2:43][CH2:42][CH:41]([CH2:44][CH2:45][OH:46])[CH2:40][CH2:39]3)=[O:33])[C@@:13]([C:25]3[CH:30]=[CH:29][C:28]([Cl:31])=[CH:27][CH:26]=3)([CH3:24])[C@@:14]([C:17]3[CH:18]=[CH:19][C:20]([Cl:23])=[CH:21][CH:22]=3)([CH3:16])[N:15]=2)=[C:7]([O:35][CH2:36][CH3:37])[CH:6]=1)([CH3:3])([CH3:2])[CH3:4]. (3) Given the reactants BrC1C=C(C([C:12]2([OH:22])[CH2:17][CH2:16][CH:15]([C:18]([CH3:21])([CH3:20])[CH3:19])[CH2:14][CH2:13]2)C(O)=O)C=CC=1.CN1CCNCC1, predict the reaction product. The product is: [C:18]([CH:15]1[CH2:14][CH2:13][CH:12]([OH:22])[CH2:17][CH2:16]1)([CH3:21])([CH3:19])[CH3:20]. (4) Given the reactants [CH3:1][C:2]1[C:6]([C:7]([NH:9][N:10]2[CH2:15][CH2:14][CH2:13][CH2:12][CH2:11]2)=[O:8])=[N:5][N:4]([C:16]2[CH:17]=[CH:18][C:19]([Cl:23])=[CH:20][C:21]=2[Cl:22])[C:3]=1[C:24]1[CH:25]=[CH:26][C:27]([Cl:30])=[CH:28][CH:29]=1.CC1C(C(NN2CCCCC2)=O)=NN(C2C=CC(Cl)=CC=2[Cl:52])C=1C1C=CC(Cl)=CC=1.Cl, predict the reaction product. The product is: [CH3:1][C:2]1[C:6]([C:7]([NH:9][N:10]2[CH2:11][CH2:12][CH2:13][CH2:14][CH2:15]2)=[O:8])=[N:5][N:4]([C:16]2[CH:17]=[CH:18][C:19]([Cl:23])=[CH:20][C:21]=2[Cl:22])[C:3]=1[C:24]1[CH:25]=[CH:26][C:27]([Cl:30])=[CH:28][CH:29]=1.[ClH:52]. (5) Given the reactants [NH2:1][C:2]1[CH:7]=[C:6]([F:8])[C:5]([F:9])=[CH:4][C:3]=1[NH2:10].[C:11](N1C=CN=C1)(N1C=CN=C1)=[O:12], predict the reaction product. The product is: [F:8][C:6]1[C:5]([F:9])=[CH:4][C:3]2[NH:10][C:11](=[O:12])[NH:1][C:2]=2[CH:7]=1.